Dataset: Forward reaction prediction with 1.9M reactions from USPTO patents (1976-2016). Task: Predict the product of the given reaction. Given the reactants Cl[C:2]([C:4]1[CH:13]=[CH:12][C:7]([C:8]([O:10][CH3:11])=[O:9])=[CH:6][CH:5]=1)=[O:3].C(N(CC)CC)C.[CH3:21][O:22][CH2:23][CH2:24][NH2:25], predict the reaction product. The product is: [CH3:21][O:22][CH2:23][CH2:24][NH:25][C:2]([C:4]1[CH:13]=[CH:12][C:7]([C:8]([O:10][CH3:11])=[O:9])=[CH:6][CH:5]=1)=[O:3].